From a dataset of CYP2D6 inhibition data for predicting drug metabolism from PubChem BioAssay. Regression/Classification. Given a drug SMILES string, predict its absorption, distribution, metabolism, or excretion properties. Task type varies by dataset: regression for continuous measurements (e.g., permeability, clearance, half-life) or binary classification for categorical outcomes (e.g., BBB penetration, CYP inhibition). Dataset: cyp2d6_veith. (1) The compound is CCCn1c(Sc2nc3c(c(=O)[nH]c(=O)n3C)n2CCC)nc2c1c(=O)[nH]c(=O)n2C. The result is 0 (non-inhibitor). (2) The molecule is CCOC(=O)C1=C(C)Nc2ncnn2C1c1cccnc1. The result is 0 (non-inhibitor). (3) The molecule is CC(C/C=N/NC(=O)COc1cc(Cl)ccc1Cl)c1ccccc1. The result is 1 (inhibitor). (4) The drug is COc1ccc(-c2cnnc(CCCn3ccnc3-c3ccccc3)n2)cc1. The result is 0 (non-inhibitor). (5) The compound is Cc1[nH]n2c(=O)c(C#N)c(-c3ccccc3)nc2c1-c1ccccc1. The result is 0 (non-inhibitor). (6) The molecule is CCN(CC)CCN1c2ccccc2Sc2ccc3ccccc3c21. The result is 1 (inhibitor).